From a dataset of Forward reaction prediction with 1.9M reactions from USPTO patents (1976-2016). Predict the product of the given reaction. Given the reactants [CH2:1]([CH:8]([NH:32][C:33]([C:35]1[CH:44]=[N:43][C:42]2[C:37](=[CH:38][CH:39]=[CH:40][CH:41]=2)[N:36]=1)=[O:34])[CH:9]([O:24][Si:25]([C:28]([CH3:31])([CH3:30])[CH3:29])([CH3:27])[CH3:26])[CH2:10][CH:11]([C:18](=[O:23])[NH:19][CH2:20][CH2:21][OH:22])[CH2:12][CH2:13][C:14]([F:17])([CH3:16])[CH3:15])[C:2]1[CH:7]=[CH:6][CH:5]=[CH:4][CH:3]=1.CC(OI1(OC(C)=O)(OC(C)=O)OC(=O)C2C1=CC=CC=2)=O, predict the reaction product. The product is: [CH2:1]([CH:8]([NH:32][C:33]([C:35]1[CH:44]=[N:43][C:42]2[C:37](=[CH:38][CH:39]=[CH:40][CH:41]=2)[N:36]=1)=[O:34])[CH:9]([O:24][Si:25]([C:28]([CH3:31])([CH3:30])[CH3:29])([CH3:27])[CH3:26])[CH2:10][CH:11]([C:18](=[O:23])[NH:19][CH2:20][CH:21]=[O:22])[CH2:12][CH2:13][C:14]([F:17])([CH3:16])[CH3:15])[C:2]1[CH:3]=[CH:4][CH:5]=[CH:6][CH:7]=1.